This data is from Full USPTO retrosynthesis dataset with 1.9M reactions from patents (1976-2016). The task is: Predict the reactants needed to synthesize the given product. (1) Given the product [CH3:2][O:3][C:4]1[CH:9]=[CH:8][C:7]([NH:10][NH:11][C:17]([O:16][C:13]([CH3:15])([CH3:14])[CH3:12])=[O:18])=[CH:6][CH:5]=1, predict the reactants needed to synthesize it. The reactants are: Cl.[CH3:2][O:3][C:4]1[CH:9]=[CH:8][C:7]([NH:10][NH2:11])=[CH:6][CH:5]=1.[CH3:12][C:13]([O:16][C:17](O[C:17]([O:16][C:13]([CH3:15])([CH3:14])[CH3:12])=[O:18])=[O:18])([CH3:15])[CH3:14].C([O-])([O-])=O.[Na+].[Na+].C(#N)C. (2) Given the product [CH2:1]([O:8][C:9]1[C:14](=[O:15])[N:13]=[C:12]([CH2:16][C:17]2([C:22]3[C:31]4[C:26](=[CH:27][CH:28]=[CH:29][CH:30]=4)[CH:25]=[CH:24][CH:23]=3)[CH2:21][CH2:20][CH2:19][CH2:18]2)[N:11]2[CH2:32][CH2:33][N:34]([CH2:37][CH:38]3[CH2:40][CH2:39]3)[C:35](=[O:36])[C:10]=12)[C:2]1[CH:7]=[CH:6][CH:5]=[CH:4][CH:3]=1, predict the reactants needed to synthesize it. The reactants are: [CH2:1]([O:8][C:9]1[C:14](=[O:15])[N:13]=[C:12]([CH2:16][C:17]2([C:22]3[C:31]4[C:26](=[CH:27][CH:28]=[CH:29][CH:30]=4)[CH:25]=[CH:24][CH:23]=3)[CH2:21][CH2:20][CH2:19][CH2:18]2)[N:11]2[CH2:32][CH2:33][N:34]([CH3:37])[C:35](=[O:36])[C:10]=12)[C:2]1[CH:7]=[CH:6][CH:5]=[CH:4][CH:3]=1.[CH:38]1(CN(CCO)C(C2C(OCC3C=CC=CC=3)=C(O)N=C(CC3(C4C5C(=CC=CC=5)C=CC=4)CCCC3)N=2)=O)[CH2:40][CH2:39]1.